Dataset: Human liver microsome stability data. Task: Regression/Classification. Given a drug SMILES string, predict its absorption, distribution, metabolism, or excretion properties. Task type varies by dataset: regression for continuous measurements (e.g., permeability, clearance, half-life) or binary classification for categorical outcomes (e.g., BBB penetration, CYP inhibition). Dataset: hlm. (1) The compound is CSc1nc2c(Cc3ccccc3)cccn2c(=N)c1S(=O)(=O)c1ccccc1. The result is 1 (stable in human liver microsomes). (2) The result is 1 (stable in human liver microsomes). The compound is COc1ccccc1CNC(=O)c1c[nH]c2cc(-c3cn[nH]c3)ccc12. (3) The result is 1 (stable in human liver microsomes). The molecule is Cn1c(Nc2ccc(I)cc2F)c(C(=O)NOC[C@@H](O)CO)c2c1C(=O)CCC2. (4) The compound is CNC(CC(C)C)C1(c2ccc(Cl)c(Cl)c2)CCCCC1. The result is 1 (stable in human liver microsomes). (5) The molecule is COc1cc(N2CCN(C3CCN(c4ccc(F)c5c(OC)cc(C(F)(F)F)nc45)CC3)CC2)c2ncccc2c1. The result is 1 (stable in human liver microsomes). (6) The result is 1 (stable in human liver microsomes). The molecule is CS(=O)(=O)Nc1ccc2c(c1)S(=O)(=O)NC(C1=C(O)C3(CCCC3)CN(Cc3ccc(F)cc3)C1=O)=N2. (7) The compound is Cn1c(-c2ccc(Cl)cn2)c(C2CCCC2)c2ccc(C(=O)NC3(C(=O)Nc4ccc(C=CC(=O)O)cc4)CCC3)cc21. The result is 0 (unstable in human liver microsomes).